From a dataset of Reaction yield outcomes from USPTO patents with 853,638 reactions. Predict the reaction yield, written as a fraction of the theoretical maximum amount of product (1.0 means a 100% yield; for example, 0.34 means a 34% yield). (1) The reactants are [F:1][C:2]1[CH:10]=[CH:9][C:8]([CH2:11][C:12]2[C:21]3[C:16](=[CH:17][CH:18]=[CH:19][CH:20]=3)[C:15](=[O:22])[NH:14][N:13]=2)=[CH:7][C:3]=1[C:4](O)=[O:5].F[P-](F)(F)(F)(F)F.C[N+](C)=C(N(C)C)O.Cl.[N:39]1[N:40]=[CH:41][N:42]2[CH2:47][CH2:46][NH:45][CH2:44][C:43]=12.C(N(CC)C(C)C)(C)C. The catalyst is CN(C)C=O. The product is [N:39]1[N:40]=[CH:41][N:42]2[CH2:47][CH2:46][N:45]([C:4]([C:3]3[CH:7]=[C:8]([CH2:11][C:12]4[C:21]5[C:16](=[CH:17][CH:18]=[CH:19][CH:20]=5)[C:15](=[O:22])[NH:14][N:13]=4)[CH:9]=[CH:10][C:2]=3[F:1])=[O:5])[CH2:44][C:43]=12. The yield is 0.217. (2) The reactants are [Cl-].O[NH3+:3].[C:4](=[O:7])([O-])[OH:5].[Na+].CS(C)=O.[CH3:13][C:14]1[N:45]=[C:17]2[N:18]([CH:41]([CH3:44])[CH2:42][CH3:43])[C:19](=[O:40])[C:20]([CH2:25][C:26]3[CH:31]=[CH:30][C:29]([C:32]4[C:33]([C:38]#[N:39])=[CH:34][CH:35]=[CH:36][CH:37]=4)=[CH:28][CH:27]=3)=[C:21]([CH2:22][CH2:23][CH3:24])[N:16]2[N:15]=1. The catalyst is C(OCC)(=O)C. The product is [CH3:13][C:14]1[N:45]=[C:17]2[N:18]([CH:41]([CH3:44])[CH2:42][CH3:43])[C:19](=[O:40])[C:20]([CH2:25][C:26]3[CH:31]=[CH:30][C:29]([C:32]4[CH:37]=[CH:36][CH:35]=[CH:34][C:33]=4[C:38]4[NH:3][C:4](=[O:7])[O:5][N:39]=4)=[CH:28][CH:27]=3)=[C:21]([CH2:22][CH2:23][CH3:24])[N:16]2[N:15]=1. The yield is 0.160. (3) The reactants are C[O:2][C:3](=[O:30])[C:4]([CH3:29])([CH3:28])[CH2:5][CH2:6][NH:7][C:8]([C:10]1[N:11]=[CH:12][C:13]2[C:18]([C:19]=1[OH:20])=[CH:17][CH:16]=[C:15]([O:21][C:22]1[CH:27]=[CH:26][CH:25]=[CH:24][CH:23]=1)[CH:14]=2)=[O:9].[OH-].[Na+].CO.Cl. The catalyst is O. The product is [OH:20][C:19]1[C:18]2[C:13](=[CH:14][C:15]([O:21][C:22]3[CH:23]=[CH:24][CH:25]=[CH:26][CH:27]=3)=[CH:16][CH:17]=2)[CH:12]=[N:11][C:10]=1[C:8]([NH:7][CH2:6][CH2:5][C:4]([CH3:29])([CH3:28])[C:3]([OH:30])=[O:2])=[O:9]. The yield is 0.260.